From a dataset of Catalyst prediction with 721,799 reactions and 888 catalyst types from USPTO. Predict which catalyst facilitates the given reaction. (1) Reactant: O1CCCCC1ONC(C1(S(C2C=CC(C3C=CC(CCC(F)(F)C)=CC=3)=CC=2)(=O)=O)CCN(C2CC2)CC1)=O.CCOC(C)=O.O1CCCCC1[O:53][NH:54][C:55]([C:57]1([S:63]([C:66]2[CH:71]=[CH:70][C:69]([C:72]3[CH:77]=[N:76][C:75]([CH2:78][CH2:79][C:80]([F:83])([F:82])[CH3:81])=[CH:74][N:73]=3)=[CH:68][CH:67]=2)(=[O:65])=[O:64])[CH2:62][CH2:61][O:60][CH2:59][CH2:58]1)=[O:56].[ClH:84]. Product: [ClH:84].[F:83][C:80]([F:82])([CH3:81])[CH2:79][CH2:78][C:75]1[N:76]=[CH:77][C:72]([C:69]2[CH:70]=[CH:71][C:66]([S:63]([C:57]3([C:55]([NH:54][OH:53])=[O:56])[CH2:58][CH2:59][O:60][CH2:61][CH2:62]3)(=[O:65])=[O:64])=[CH:67][CH:68]=2)=[N:73][CH:74]=1. The catalyst class is: 621. (2) The catalyst class is: 149. Reactant: [F:1][C:2]1[CH:7]=[CH:6][C:5]([C:8](=[O:15])[CH2:9][C:10]([O:12][CH2:13][CH3:14])=[O:11])=[CH:4][CH:3]=1.[H-].[Na+].Br[CH2:19][C:20]1[O:21][C:22]([C:25]([F:28])([F:27])[F:26])=[CH:23][CH:24]=1.C(=O)([O-])O.[Na+]. Product: [F:1][C:2]1[CH:3]=[CH:4][C:5]([C:8](=[O:15])[CH:9]([CH2:19][C:20]2[O:21][C:22]([C:25]([F:28])([F:27])[F:26])=[CH:23][CH:24]=2)[C:10]([O:12][CH2:13][CH3:14])=[O:11])=[CH:6][CH:7]=1. (3) Product: [F:14][CH:2]([F:1])[O:3][C:4]1[N:9]=[C:8]([C:10]([OH:12])=[O:11])[CH:7]=[CH:6][CH:5]=1. Reactant: [F:1][CH:2]([F:14])[O:3][C:4]1[N:9]=[C:8]([C:10]([O:12]C)=[O:11])[CH:7]=[CH:6][CH:5]=1.[Li+].[OH-].Cl. The catalyst class is: 1. (4) Reactant: [CH2:1]([N:8]1[CH2:15][CH:14]2[NH:16][CH:10]([CH2:11][CH2:12][CH2:13]2)[CH2:9]1)[C:2]1[CH:7]=[CH:6][CH:5]=[CH:4][CH:3]=1.[C:17]([O:21][C:22](=O)[O:23]C(C)(C)C)([CH3:20])([CH3:19])[CH3:18].C(N(CC)CC)C. Product: [C:17]([O:21][C:22]([N:16]1[CH:14]2[CH2:13][CH2:12][CH2:11][CH:10]1[CH2:9][N:8]([CH2:1][C:2]1[CH:3]=[CH:4][CH:5]=[CH:6][CH:7]=1)[CH2:15]2)=[O:23])([CH3:20])([CH3:19])[CH3:18]. The catalyst class is: 2. (5) Reactant: [CH3:1][O:2][C:3]1[CH:4]=[C:5]([CH:8]=[CH:9][C:10]=1[O:11][CH:12]([O:14][CH2:15][CH3:16])[CH3:13])[CH:6]=[CH2:7].[C:17]([O:21][C:22](=[O:33])[C:23]([CH2:25][O:26][CH2:27][C:28](=[CH2:32])[C:29]([O-:31])=[O:30])=[CH2:24])([CH3:20])([CH3:19])[CH3:18].N(C(C)(C)C(OC)=O)=NC(C)(C)C(OC)=O. Product: [CH3:1][O:2][C:3]1[CH:4]=[C:5]([CH:8]=[CH:9][C:10]=1[O:11][CH:12]([O:14][CH2:15][CH3:16])[CH3:13])[CH:6]=[CH2:7].[C:17]([O:21][C:22](=[O:33])[C:23]([CH2:25][O:26][CH2:27][C:28](=[CH2:32])[C:29]([O-:31])=[O:30])=[CH2:24])([CH3:20])([CH3:19])[CH3:18]. The catalyst class is: 188. (6) Reactant: [NH2:1][CH2:2][CH2:3][CH2:4][CH2:5][CH2:6][CH2:7][OH:8].[CH3:9][C:10]([O:13][C:14](O[C:14]([O:13][C:10]([CH3:12])([CH3:11])[CH3:9])=[O:15])=[O:15])([CH3:12])[CH3:11]. Product: [C:14]([NH:1][CH2:2][CH2:3][CH2:4][CH2:5][CH2:6][CH2:7][OH:8])([O:13][C:10]([CH3:12])([CH3:11])[CH3:9])=[O:15]. The catalyst class is: 22.